The task is: Predict the reaction yield, written as a fraction of the theoretical maximum amount of product (1.0 means a 100% yield; for example, 0.34 means a 34% yield).. This data is from Reaction yield outcomes from USPTO patents with 853,638 reactions. (1) The reactants are Br[C:2]1[C:6]([CH3:7])=[C:5]([NH:8][C:9]([NH:11][C@H:12]2[C@H:16]([C:17]3[CH:22]=[CH:21][C:20]([F:23])=[C:19]([F:24])[CH:18]=3)[CH2:15][N:14]([CH2:25][CH2:26][O:27][CH3:28])[CH2:13]2)=[O:10])[N:4]([C:29]2[CH:34]=[CH:33][CH:32]=[CH:31][CH:30]=2)[N:3]=1.[CH:35]([N:38]1[CH:42]=[C:41](B2OC(C)(C)C(C)(C)O2)[CH:40]=[N:39]1)([CH3:37])[CH3:36].C1(P(C2CCCCC2)C2CCCCC2)CCCCC1.[O-]P([O-])([O-])=O.[K+].[K+].[K+]. The catalyst is C1C=CC(/C=C/C(/C=C/C2C=CC=CC=2)=O)=CC=1.C1C=CC(/C=C/C(/C=C/C2C=CC=CC=2)=O)=CC=1.C1C=CC(/C=C/C(/C=C/C2C=CC=CC=2)=O)=CC=1.[Pd].[Pd]. The product is [F:24][C:19]1[CH:18]=[C:17]([C@@H:16]2[CH2:15][N:14]([CH2:25][CH2:26][O:27][CH3:28])[CH2:13][C@H:12]2[NH:11][C:9]([NH:8][C:5]2[N:4]([C:29]3[CH:34]=[CH:33][CH:32]=[CH:31][CH:30]=3)[N:3]=[C:2]([C:41]3[CH:40]=[N:39][N:38]([CH:35]([CH3:37])[CH3:36])[CH:42]=3)[C:6]=2[CH3:7])=[O:10])[CH:22]=[CH:21][C:20]=1[F:23]. The yield is 0.380. (2) The reactants are [P:1]([O:39][CH2:40][CH2:41][O:42][CH2:43][CH2:44][O:45][CH3:46])([O:8][C:9]([C:12]1[N:17]=[CH:16][C:15]([C:18]2[C:32]([F:33])=[C:31]([C@H:34]3[CH2:38][CH2:37][CH2:36][O:35]3)[C:21]3[NH:22][C:23]([NH:25][C:26]([NH:28][CH2:29][CH3:30])=[O:27])=[N:24][C:20]=3[CH:19]=2)=[CH:14][N:13]=1)([CH3:11])[CH3:10])([O:3]CCC#[N:7])=[O:2].[OH-].[NH4+]. The catalyst is CO. The product is [P:1]([O-:3])([O:39][CH2:40][CH2:41][O:42][CH2:43][CH2:44][O:45][CH3:46])([O:8][C:9]([C:12]1[N:13]=[CH:14][C:15]([C:18]2[C:32]([F:33])=[C:31]([C@H:34]3[CH2:38][CH2:37][CH2:36][O:35]3)[C:21]3[NH:22][C:23]([NH:25][C:26]([NH:28][CH2:29][CH3:30])=[O:27])=[N:24][C:20]=3[CH:19]=2)=[CH:16][N:17]=1)([CH3:10])[CH3:11])=[O:2].[NH4+:7]. The yield is 0.634. (3) The reactants are [C:1]([C:3]1[CH:4]=[C:5]([S:32]([N:35](CC2C=CC(OC)=CC=2OC)[C:36]2[S:40][N:39]=[CH:38][N:37]=2)(=[O:34])=[O:33])[CH:6]=[CH:7][C:8]=1[O:9][C:10]1[CH:15]=[CH:14][C:13]([C:16]2[CH:21]=[CH:20][CH:19]=[C:18]([C:22]([F:25])([F:24])[F:23])[CH:17]=2)=[CH:12][C:11]=1[C:26]1[CH:31]=[CH:30][N:29]=[N:28][CH:27]=1)#[N:2]. The catalyst is Cl.O1CCOCC1. The product is [C:1]([C:3]1[CH:4]=[C:5]([S:32]([NH:35][C:36]2[S:40][N:39]=[CH:38][N:37]=2)(=[O:33])=[O:34])[CH:6]=[CH:7][C:8]=1[O:9][C:10]1[CH:15]=[CH:14][C:13]([C:16]2[CH:21]=[CH:20][CH:19]=[C:18]([C:22]([F:25])([F:23])[F:24])[CH:17]=2)=[CH:12][C:11]=1[C:26]1[CH:31]=[CH:30][N:29]=[N:28][CH:27]=1)#[N:2]. The yield is 0.250. (4) The reactants are [NH:1]1[CH2:9][CH2:8][CH2:7][CH:3]([C:4]([OH:6])=[O:5])[CH2:2]1.[C:10](OC(=O)C)(=[O:12])[CH3:11]. No catalyst specified. The product is [C:10]([N:1]1[CH2:9][CH2:8][CH2:7][CH:3]([C:4]([OH:6])=[O:5])[CH2:2]1)(=[O:12])[CH3:11]. The yield is 0.970. (5) The yield is 0.760. The product is [F:17][C:16]([F:19])([F:18])[C:4]1[CH:3]=[C:2]([NH:20][C@H:21]2[CH2:26][CH2:25][C@H:24]([NH2:27])[CH2:23][CH2:22]2)[C:11]2[C:6](=[C:7]([C:12]([F:15])([F:14])[F:13])[CH:8]=[CH:9][CH:10]=2)[N:5]=1. The catalyst is C(Cl)Cl. The reactants are Cl[C:2]1[C:11]2[C:6](=[C:7]([C:12]([F:15])([F:14])[F:13])[CH:8]=[CH:9][CH:10]=2)[N:5]=[C:4]([C:16]([F:19])([F:18])[F:17])[CH:3]=1.[NH2:20][C@H:21]1[CH2:26][CH2:25][C@H:24]([NH2:27])[CH2:23][CH2:22]1.[OH-].[Na+]. (6) The yield is 0.540. The product is [F:28][C:15]1[CH:14]=[CH:13][C:12]([O:11][C:8]2[CH:9]=[CH:10][C:5]3[N:6]([CH:29]=[C:3]([NH:2][C:43]([NH:33][O:32][CH3:31])=[O:44])[N:4]=3)[N:7]=2)=[CH:17][C:16]=1[NH:18][C:19]([C:21]1[N:25]([CH3:26])[N:24]=[C:23]([CH3:27])[CH:22]=1)=[O:20]. No catalyst specified. The reactants are Cl.[NH2:2][C:3]1[N:4]=[C:5]2[CH:10]=[CH:9][C:8]([O:11][C:12]3[CH:13]=[CH:14][C:15]([F:28])=[C:16]([NH:18][C:19]([C:21]4[N:25]([CH3:26])[N:24]=[C:23]([CH3:27])[CH:22]=4)=[O:20])[CH:17]=3)=[N:7][N:6]2[CH:29]=1.[Cl-].[CH3:31][O:32][NH3+:33].C(N(CC)CC)C.CN(C)[CH:43]=[O:44].